This data is from Reaction yield outcomes from USPTO patents with 853,638 reactions. The task is: Predict the reaction yield, written as a fraction of the theoretical maximum amount of product (1.0 means a 100% yield; for example, 0.34 means a 34% yield). (1) The reactants are [NH:1]1[CH:5]=[C:4]([C:6]#[N:7])[N:3]=[CH:2]1.F[C:9]1[CH:14]=[CH:13][C:12]([N+:15]([O-:17])=[O:16])=[CH:11][C:10]=1[O:18][CH3:19].C([O-])([O-])=O.[K+].[K+]. The catalyst is CN(C=O)C.CCOC(C)=O. The product is [CH3:19][O:18][C:10]1[CH:11]=[C:12]([N+:15]([O-:17])=[O:16])[CH:13]=[CH:14][C:9]=1[N:1]1[CH:5]=[C:4]([C:6]#[N:7])[N:3]=[CH:2]1. The yield is 0.890. (2) The reactants are [I-].[CH3:2][S+](C)(C)=O.[H-].[Na+].[NH:9]1[C:17]2[C:12](=[CH:13][CH:14]=[C:15]([CH:18]=[CH:19][C:20]([N:22]([O:24][CH3:25])[CH3:23])=[O:21])[CH:16]=2)[CH:11]=[CH:10]1. The catalyst is C1COCC1. The product is [CH3:25][O:24][N:22]([CH3:23])[C:20]([CH:19]1[CH2:2][CH:18]1[C:15]1[CH:16]=[C:17]2[C:12]([CH:11]=[CH:10][NH:9]2)=[CH:13][CH:14]=1)=[O:21]. The yield is 1.00. (3) The reactants are [Cl:1][C:2]1[C:7]([C:8]([O:10]CC2C=CC=CC=2)=[O:9])=[C:6]([F:18])[C:5]([N:19](S(CCC)(=O)=O)[S:20]([CH2:23][CH2:24][CH3:25])(=[O:22])=[O:21])=[CH:4][CH:3]=1.Cl. The catalyst is C1COCC1.[OH-].[K+]. The product is [Cl:1][C:2]1[C:7]([C:8]([OH:10])=[O:9])=[C:6]([F:18])[C:5]([NH:19][S:20]([CH2:23][CH2:24][CH3:25])(=[O:21])=[O:22])=[CH:4][CH:3]=1. The yield is 0.680. (4) The reactants are [CH2:1]([N:3]1[CH2:8][C@@H:7]([CH3:9])[O:6][C:5](=[O:10])[CH2:4]1)[CH3:2].C[Si]([N-][Si](C)(C)C)(C)C.[Li+].O1CCCC1.C(C1C=CC=CC=1)C.Br[CH2:35][C:36]([O:38][CH3:39])=[O:37]. The catalyst is O1CCCC1. The product is [CH2:1]([N:3]1[CH2:8][C@@H:7]([CH3:9])[O:6][C:5](=[O:10])[CH:4]1[CH2:35][C:36]([O:38][CH3:39])=[O:37])[CH3:2]. The yield is 0.530. (5) The reactants are [CH3:1][O:2][C:3]1[N:8]=[CH:7][C:6]([NH2:9])=[CH:5][CH:4]=1.C[Si]([N-][Si](C)(C)C)(C)C.[Li+].[CH:20]1([CH2:23][C:24]2[C:29]([C:30]3[CH:35]=[CH:34][N:33]=[C:32](S(C)=O)[N:31]=3)=[CH:28][N:27]=[C:26]([NH:39][CH3:40])[N:25]=2)[CH2:22][CH2:21]1. The catalyst is C1COCC1. The product is [CH:20]1([CH2:23][C:24]2[C:29]([C:30]3[CH:35]=[CH:34][N:33]=[C:32]([NH:9][C:6]4[CH:7]=[N:8][C:3]([O:2][CH3:1])=[CH:4][CH:5]=4)[N:31]=3)=[CH:28][N:27]=[C:26]([NH:39][CH3:40])[N:25]=2)[CH2:21][CH2:22]1. The yield is 0.460.